From a dataset of Full USPTO retrosynthesis dataset with 1.9M reactions from patents (1976-2016). Predict the reactants needed to synthesize the given product. (1) Given the product [CH3:1][O:2][C:3](=[O:13])[C:4]1[CH:9]=[CH:8][C:7]([NH:10][C:14]([N:16]2[CH:20]=[CH:19][N:18]=[CH:17]2)=[O:15])=[CH:6][C:5]=1[O:11][CH3:12], predict the reactants needed to synthesize it. The reactants are: [CH3:1][O:2][C:3](=[O:13])[C:4]1[CH:9]=[CH:8][C:7]([NH2:10])=[CH:6][C:5]=1[O:11][CH3:12].[C:14](N1C=CN=C1)([N:16]1[CH:20]=[CH:19][N:18]=[CH:17]1)=[O:15]. (2) The reactants are: [CH2:1]([O:3][CH:4]([O:7][CH2:8][CH3:9])[C:5]#[CH:6])[CH3:2].C(NCC)C.[F:15][C:16]1[CH:21]=[CH:20][C:19](I)=[CH:18][CH:17]=1. Given the product [CH2:1]([O:3][CH:4]([O:7][CH2:8][CH3:9])[C:5]#[C:6][C:19]1[CH:20]=[CH:21][C:16]([F:15])=[CH:17][CH:18]=1)[CH3:2], predict the reactants needed to synthesize it.